Dataset: Reaction yield outcomes from USPTO patents with 853,638 reactions. Task: Predict the reaction yield, written as a fraction of the theoretical maximum amount of product (1.0 means a 100% yield; for example, 0.34 means a 34% yield). (1) The reactants are [Br:1][C:2]1[CH:6]=[CH:5][O:4][C:3]=1[CH:7]=[O:8].[CH2:9](O)[CH2:10][OH:11].C([O-])(O)=O.[Na+]. The catalyst is C1C=CC=CC=1.O.C1(C)C=CC(S(O)(=O)=O)=CC=1. The product is [Br:1][C:2]1[CH:6]=[CH:5][O:4][C:3]=1[CH:7]1[O:11][CH2:10][CH2:9][O:8]1. The yield is 0.920. (2) The catalyst is C(#N)C. The reactants are [C:1]([C:4]1[C:22](=[O:23])[C@@:8]2([CH3:24])[C:9]3[C:15]([OH:16])=[CH:14][C:13]([O:17][CH3:18])=[C:12]([C:19]([NH2:21])=[O:20])[C:10]=3[O:11][C:7]2=[CH:6][C:5]=1[OH:25])(=[O:3])[CH3:2].[Cl:26][C:27]1[CH:32]=[C:31]([Cl:33])[CH:30]=[CH:29][C:28]=1[S:34]([NH:37][C:38]1[CH:45]=[CH:44][C:41]([CH:42]=O)=[CH:40][CH:39]=1)(=[O:36])=[O:35].C([SiH](CC)CC)C.FC(F)(F)C(O)=O. The yield is 0.720. The product is [C:1]([C:4]1[C:22](=[O:23])[C@@:8]2([CH3:24])[C:9]3[C:15]([OH:16])=[CH:14][C:13]([O:17][CH3:18])=[C:12]([C:19]([NH:21][CH2:42][C:41]4[CH:44]=[CH:45][C:38]([NH:37][S:34]([C:28]5[CH:29]=[CH:30][C:31]([Cl:33])=[CH:32][C:27]=5[Cl:26])(=[O:36])=[O:35])=[CH:39][CH:40]=4)=[O:20])[C:10]=3[O:11][C:7]2=[CH:6][C:5]=1[OH:25])(=[O:3])[CH3:2]. (3) The reactants are [C:1](Cl)(=[O:5])[C:2]([CH3:4])=[CH2:3].ON1C(=O)CCC1=O.[NH2:15][CH2:16][CH2:17][CH2:18][CH2:19][CH2:20][CH2:21][OH:22]. The catalyst is C(Cl)(Cl)Cl.C(N(CC)CC)C. The product is [OH:22][CH2:21][CH2:20][CH2:19][CH2:18][CH2:17][CH2:16][NH:15][C:1](=[O:5])[C:2]([CH3:4])=[CH2:3]. The yield is 0.750. (4) The reactants are [N+:1]([CH:4]([CH2:11][CH2:12][CH2:13][CH2:14][CH2:15][CH2:16][CH2:17][CH2:18][CH2:19][CH2:20][CH2:21][CH2:22][CH2:23][CH2:24][CH2:25][CH2:26][CH3:27])[CH2:5][CH2:6][C:7]([O:9]C)=[O:8])([O-:3])=[O:2].[Li+].[OH-].Cl. The catalyst is COCCOC. The product is [N+:1]([CH:4]([CH2:11][CH2:12][CH2:13][CH2:14][CH2:15][CH2:16][CH2:17][CH2:18][CH2:19][CH2:20][CH2:21][CH2:22][CH2:23][CH2:24][CH2:25][CH2:26][CH3:27])[CH2:5][CH2:6][C:7]([OH:9])=[O:8])([O-:3])=[O:2]. The yield is 0.850.